From a dataset of Tyrosyl-DNA phosphodiesterase HTS with 341,365 compounds. Binary Classification. Given a drug SMILES string, predict its activity (active/inactive) in a high-throughput screening assay against a specified biological target. (1) The molecule is O=C(N1CCCC1)c1cc(ccc1)COc1ccc(OCC)cc1. The result is 0 (inactive). (2) The compound is Clc1cc2c(nc(Nc3cc(ccc3)C(=O)NCCOC)nc2cc1)c1ccccc1. The result is 0 (inactive). (3) The molecule is S=C(N1CCN(CC1)C(c1ccccc1)c1ccccc1)NCCC. The result is 0 (inactive). (4) The molecule is O1CCN(CC1)C(=O)c1cc([N+]([O-])=O)ccc1. The result is 0 (inactive). (5) The molecule is S(c1n(C2CCN(CC2)C(OCC)=O)c(=O)c2sccc2n1)CC(=O)NCc1occc1. The result is 0 (inactive). (6) The compound is s1nnc(C(=O)N(C(C(=O)NC(CC)(C)C)c2ncccc2)c2ccc(cc2)CC)c1. The result is 0 (inactive).